Dataset: Reaction yield outcomes from USPTO patents with 853,638 reactions. Task: Predict the reaction yield, written as a fraction of the theoretical maximum amount of product (1.0 means a 100% yield; for example, 0.34 means a 34% yield). (1) The reactants are N[CH2:2][CH2:3][C:4]1[C:12]2[C:7](=[CH:8][CH:9]=[CH:10][CH:11]=2)[NH:6][CH:5]=1.[C:13]1(=[O:23])[O:18][C:16](=O)[C:15]2=[CH:19][CH:20]=[CH:21][CH:22]=[C:14]12.O.[C:25]1(C)C=CC=CC=1. No catalyst specified. The product is [NH:6]1[C:7]2[C:12](=[CH:11][CH:10]=[CH:9][CH:8]=2)[C:4]([CH2:3][CH2:2][CH:25]2[C:13](=[O:23])[C:14]3[C:15](=[CH:19][CH:20]=[CH:21][CH:22]=3)[C:16]2=[O:18])=[CH:5]1. The yield is 0.900. (2) The reactants are C[O:2][C:3](=O)[C:4]([NH:6][C:7]1[CH:8]=[C:9]([CH:14]=[CH:15][CH:16]=1)[C:10]([O:12][CH3:13])=[O:11])=[O:5].O.[NH2:19][NH2:20]. The catalyst is CO. The product is [NH:19]([C:3](=[O:2])[C:4]([NH:6][C:7]1[CH:8]=[C:9]([CH:14]=[CH:15][CH:16]=1)[C:10]([O:12][CH3:13])=[O:11])=[O:5])[NH2:20]. The yield is 0.820. (3) The yield is 0.490. The catalyst is C(#N)C. The product is [CH2:10]([O:9][C:7]([C:4]1[CH:3]=[C:2]([O:1][CH:19]2[CH2:24][CH2:23][CH2:22][CH2:21][C:20]2=[O:25])[NH:6][N:5]=1)=[O:8])[CH3:11]. The reactants are [OH:1][C:2]1[NH:6][N:5]=[C:4]([C:7]([O:9][CH2:10][CH3:11])=[O:8])[CH:3]=1.C(=O)([O-])[O-].[K+].[K+].Cl[CH:19]1[CH2:24][CH2:23][CH2:22][CH2:21][C:20]1=[O:25].